From a dataset of Experimentally validated miRNA-target interactions with 360,000+ pairs, plus equal number of negative samples. Binary Classification. Given a miRNA mature sequence and a target amino acid sequence, predict their likelihood of interaction. (1) The miRNA is mmu-miR-1969 with sequence AAGAUGGAGACUUUAACAUGGGU. The protein sequence of the target gene is MTMRSAVFKAAAAPAGGNPEQRLDYERAAALGGPEDESGAAEAHFLPRHRKLKEPGPPLASSQGGSPSPSPAGCGGGKGRGLLLPAGAAPGQQEESWGGSVPLPCPPPATKQAGIGGEPVAAGAGCSPRPKYQAVLPIQTGSIVVAAAKEPTPWAGDKGGAAPPAATASDPAGPPPLPLPGPPPLAPTATAGTLAASEGRWKSIRKSPLGGGGGSGASSQAACLKQILLLQLDLIEQQQQQLQAKEKEIEELKSERDTLLARIERMERRMQLVKRDNEKERHKLLQGYEPEEREEAELSE.... Result: 1 (interaction). (2) The miRNA is hsa-miR-4646-5p with sequence ACUGGGAAGAGGAGCUGAGGGA. The protein sequence of the target gene is MQAKKRYFILLSAGSCLALLFYFGGLQFRASRSHSRREEHSGRNGLHHPSPDHFWPRFPDALRPFVPWDQLENEDSSVHISPRQKRDANSSIYKGKKCRMESCFDFTLCKKNGFKVYVYPQQKGEKIAESYQNILAAIEGSRFYTSDPSQACLFVLSLDTLDRDQLSPQYVHNLRSKVQSLHLWNNGRNHLIFNLYSGTWPDYTEDVGFDIGQAMLAKASISTENFRPNFDVSIPLFSKDHPRTGGERGFLKFNTIPPLRKYMLVFKGKRYLTGIGSDTRNALYHVHNGEDVVLLTTCKH.... Result: 1 (interaction). (3) The miRNA is hsa-miR-3125 with sequence UAGAGGAAGCUGUGGAGAGA. The protein sequence of the target gene is MELYLGACSKPAKVAVTKTVASVLAADTQQCRDGVHKTHFAGVGPAQLLDLPLGVKLPVIPGSNAVFYTTNFGEKLFRPSYGFNLTDPYCRLLENQYKSLHDPHLKAYYKRKDILKRLKKGGYITSNNKVVCTLRELNKYRQYLTSLKLDFERNYIKEQRILAKQLHNIPENNQIPQHCDVAQVQNWLLKEGTESIKDQERLMRHRYLDMISRKLEQLERTAEEQRLFLMDREERRQREHTRRKLTLRRKIEEEWKTKEMLLLTRMAEDVKREERIEEQQHRNREESDRKKQDLLEKKMA.... Result: 1 (interaction).